From a dataset of NCI-60 drug combinations with 297,098 pairs across 59 cell lines. Regression. Given two drug SMILES strings and cell line genomic features, predict the synergy score measuring deviation from expected non-interaction effect. (1) Drug 1: CC(C)NC(=O)C1=CC=C(C=C1)CNNC.Cl. Drug 2: C1CN(P(=O)(OC1)NCCCl)CCCl. Cell line: SK-OV-3. Synergy scores: CSS=-3.88, Synergy_ZIP=0.0349, Synergy_Bliss=-3.48, Synergy_Loewe=-2.50, Synergy_HSA=-5.13. (2) Cell line: OVCAR-4. Synergy scores: CSS=36.7, Synergy_ZIP=-6.92, Synergy_Bliss=-1.03, Synergy_Loewe=-33.3, Synergy_HSA=-1.08. Drug 2: C1=NC2=C(N1)C(=S)N=C(N2)N. Drug 1: CC1=CC2C(CCC3(C2CCC3(C(=O)C)OC(=O)C)C)C4(C1=CC(=O)CC4)C. (3) Drug 1: C1=CC(=C2C(=C1NCCNCCO)C(=O)C3=C(C=CC(=C3C2=O)O)O)NCCNCCO. Drug 2: CC1=C(C(=O)C2=C(C1=O)N3CC4C(C3(C2COC(=O)N)OC)N4)N. Cell line: RPMI-8226. Synergy scores: CSS=57.3, Synergy_ZIP=3.23, Synergy_Bliss=3.62, Synergy_Loewe=3.18, Synergy_HSA=8.14. (4) Drug 1: CCC1=CC2CC(C3=C(CN(C2)C1)C4=CC=CC=C4N3)(C5=C(C=C6C(=C5)C78CCN9C7C(C=CC9)(C(C(C8N6C)(C(=O)OC)O)OC(=O)C)CC)OC)C(=O)OC.C(C(C(=O)O)O)(C(=O)O)O. Drug 2: CN(C)N=NC1=C(NC=N1)C(=O)N. Cell line: RPMI-8226. Synergy scores: CSS=30.4, Synergy_ZIP=-2.49, Synergy_Bliss=-2.98, Synergy_Loewe=-27.0, Synergy_HSA=-3.35.